From a dataset of Reaction yield outcomes from USPTO patents with 853,638 reactions. Predict the reaction yield, written as a fraction of the theoretical maximum amount of product (1.0 means a 100% yield; for example, 0.34 means a 34% yield). (1) The reactants are [CH2:1]([Mg]Br)[CH:2]=[CH2:3].[CH2:6](Cl)[C:7]#[CH:8].Cl[C:11]([O:13][CH3:14])=[O:12]. The catalyst is CCOCC. The product is [C:11]([O:13][CH3:14])(=[O:12])[C:3]#[C:2][CH2:1][CH2:8][CH:7]=[CH2:6]. The yield is 0.440. (2) The reactants are [N:1]1([CH2:6][CH2:7][NH:8][C:9]2[N:14]=[C:13]([C:15]3[S:19][C:18]4[C:20]([CH2:24][C:25]5[CH:30]=[C:29]([F:31])[CH:28]=[CH:27][C:26]=5[C@@H:32]([NH:37][S@](C(C)(C)C)=O)[C:33]([F:36])([F:35])[F:34])=[CH:21][CH:22]=[CH:23][C:17]=4[CH:16]=3)[C:12]([F:44])=[CH:11][N:10]=2)[CH:5]=[CH:4][N:3]=[N:2]1.Cl. The catalyst is CO. The product is [N:1]1([CH2:6][CH2:7][NH:8][C:9]2[N:14]=[C:13]([C:15]3[S:19][C:18]4[C:20]([CH2:24][C:25]5[CH:30]=[C:29]([F:31])[CH:28]=[CH:27][C:26]=5[C@@H:32]([NH2:37])[C:33]([F:34])([F:35])[F:36])=[CH:21][CH:22]=[CH:23][C:17]=4[CH:16]=3)[C:12]([F:44])=[CH:11][N:10]=2)[CH:5]=[CH:4][N:3]=[N:2]1. The yield is 0.920. (3) The reactants are [NH2:1][C:2]1[C:7]([S:8]([NH2:11])(=[O:10])=[O:9])=[CH:6][C:5]([Br:12])=[CH:4][N:3]=1.[CH2:13]([O:15][C:16](=[O:21])[CH2:17][C:18](Cl)=[O:19])[CH3:14].C(=O)(O)[O-].[Na+]. The catalyst is O1CCOCC1. The product is [CH2:13]([O:15][C:16](=[O:21])[CH2:17][C:18]([NH:1][C:2]1[C:7]([S:8](=[O:9])(=[O:10])[NH2:11])=[CH:6][C:5]([Br:12])=[CH:4][N:3]=1)=[O:19])[CH3:14]. The yield is 0.690. (4) The yield is 0.870. The product is [C:30]([O:33][CH2:2][O:3][C:4](=[O:29])[NH:5][C:6]1[CH:11]=[CH:10][CH:9]=[C:8]([C:12]2[CH:21]=[N:20][C:19]3[C:18]([N:22]4[CH2:23][CH2:24][O:25][CH2:26][CH2:27]4)=[N:17][C:16]([Cl:28])=[N:15][C:14]=3[CH:13]=2)[CH:7]=1)(=[O:32])[CH3:31]. The reactants are Cl[CH2:2][O:3][C:4](=[O:29])[NH:5][C:6]1[CH:11]=[CH:10][CH:9]=[C:8]([C:12]2[CH:21]=[N:20][C:19]3[C:18]([N:22]4[CH2:27][CH2:26][O:25][CH2:24][CH2:23]4)=[N:17][C:16]([Cl:28])=[N:15][C:14]=3[CH:13]=2)[CH:7]=1.[C:30]([OH:33])(=[O:32])[CH3:31]. The catalyst is C(Cl)(Cl)Cl. (5) The reactants are [CH3:1][C:2]1([C:5]([OH:7])=O)[CH2:4][CH2:3]1.C(Cl)(=O)C(Cl)=O.Cl.[NH2:15][C:16]1[N:17]=[C:18]2[CH:23]=[CH:22][C:21]([O:24][C:25]3[CH:26]=[CH:27][C:28]([CH3:41])=[C:29]([NH:31][C:32]([C:34]4[N:38]([CH3:39])[N:37]=[C:36]([CH3:40])[CH:35]=4)=[O:33])[CH:30]=3)=[N:20][N:19]2[CH:42]=1.C(=O)([O-])O.[Na+]. The catalyst is O1CCCC1.CN(C)C=O.CN(C)C(=O)C.C(OCC)(=O)C.O1CCCC1. The yield is 0.740. The product is [CH3:39][N:38]1[C:34]([C:32]([NH:31][C:29]2[CH:30]=[C:25]([O:24][C:21]3[CH:22]=[CH:23][C:18]4[N:19]([CH:42]=[C:16]([NH:15][C:5]([C:2]5([CH3:1])[CH2:4][CH2:3]5)=[O:7])[N:17]=4)[N:20]=3)[CH:26]=[CH:27][C:28]=2[CH3:41])=[O:33])=[CH:35][C:36]([CH3:40])=[N:37]1. (6) The reactants are [Br:1][C:2]1[CH:3]=[CH:4][C:5]([C:9]2[C:17]3[C:12](=[CH:13][N:14]=[C:15]([C:18]4[CH:19]=[N:20][CH:21]=[CH:22][CH:23]=4)[CH:16]=3)[N:11](COCC[Si](C)(C)C)[N:10]=2)=[N:6][C:7]=1F.Cl.[NH:33]1[CH2:37][CH2:36][C@@H:35]([OH:38])[CH2:34]1. No catalyst specified. The product is [Br:1][C:2]1[C:7]([N:33]2[CH2:37][CH2:36][C@@H:35]([OH:38])[CH2:34]2)=[N:6][C:5]([C:9]2[C:17]3[C:12](=[CH:13][N:14]=[C:15]([C:18]4[CH:19]=[N:20][CH:21]=[CH:22][CH:23]=4)[CH:16]=3)[NH:11][N:10]=2)=[CH:4][CH:3]=1. The yield is 0.0960. (7) The reactants are Br[C:2]1[C:3]([O:12][CH3:13])=[CH:4][C:5]([O:10][CH3:11])=[C:6]([CH:9]=1)[CH:7]=[O:8].[S:14]1[CH:18]=[CH:17][CH:16]=[C:15]1B(O)O.C1COCC1.[F-].[K+]. The catalyst is O.CCOC(C)=O. The product is [CH3:11][O:10][C:5]1[CH:4]=[C:3]([O:12][CH3:13])[C:2]([C:15]2[S:14][CH:18]=[CH:17][CH:16]=2)=[CH:9][C:6]=1[CH:7]=[O:8]. The yield is 0.940. (8) The product is [Cl:31][C:30]1[C:2]([CH3:34])=[C:3]([CH2:4][N:5]2[C:9]3[CH:10]=[C:11]([N:18]4[CH2:23][CH2:22][O:21][CH2:20][CH2:19]4)[CH:12]=[C:13]([C:14]([OH:16])=[O:15])[C:8]=3[N:7]=[C:6]2[CH:24]([F:26])[F:25])[CH:27]=[CH:28][CH:29]=1. No catalyst specified. The yield is 0.800. The reactants are Cl[C:2]1[C:30]([Cl:31])=[CH:29][CH:28]=[CH:27][C:3]=1[CH2:4][N:5]1[C:9]2[CH:10]=[C:11]([N:18]3[CH2:23][CH2:22][O:21][CH2:20][CH2:19]3)[CH:12]=[C:13]([C:14]([O:16]C)=[O:15])[C:8]=2[N:7]=[C:6]1[CH:24]([F:26])[F:25].[Li+].[OH-].[CH2:34]1COCC1.